Dataset: Catalyst prediction with 721,799 reactions and 888 catalyst types from USPTO. Task: Predict which catalyst facilitates the given reaction. Reactant: [Cl:1][C:2]1[CH:26]=[CH:25][C:24]([Cl:27])=[CH:23][C:3]=1[O:4][C:5]1[CH:10]=[CH:9][N:8]=[CH:7][C:6]=1[C:11]([N:13]1[C:22]2[C:17](=[CH:18][CH:19]=[CH:20][CH:21]=2)[NH:16][CH2:15][CH2:14]1)=[O:12].[H-].[Na+].I[CH3:31]. Product: [Cl:1][C:2]1[CH:26]=[CH:25][C:24]([Cl:27])=[CH:23][C:3]=1[O:4][C:5]1[CH:10]=[CH:9][N:8]=[CH:7][C:6]=1[C:11]([N:13]1[C:22]2[C:17](=[CH:18][CH:19]=[CH:20][CH:21]=2)[N:16]([CH3:31])[CH2:15][CH2:14]1)=[O:12]. The catalyst class is: 9.